From a dataset of Full USPTO retrosynthesis dataset with 1.9M reactions from patents (1976-2016). Predict the reactants needed to synthesize the given product. (1) Given the product [CH3:1][O:2][CH2:3][C:4]([NH:6][C@@H:7]([C:15]([CH3:18])([CH3:17])[CH3:16])[C:8]([OH:10])=[O:9])=[O:5], predict the reactants needed to synthesize it. The reactants are: [CH3:1][O:2][CH2:3][C:4]([NH:6][C@@H:7]([C:15]([CH3:18])([CH3:17])[CH3:16])[C:8]([O:10]C(C)(C)C)=[O:9])=[O:5].FC(F)(F)C(O)=O. (2) Given the product [CH3:6][C:7]1([CH3:36])[CH2:8][C:9]([CH2:33][C:34]#[N:35])([N:11]2[CH:15]=[C:14]([C:16]3[C:17]4[CH:24]=[CH:23][N:22]([CH2:25][O:26][CH2:27][CH2:28][Si:29]([CH3:31])([CH3:30])[CH3:32])[C:18]=4[N:19]=[CH:20][N:21]=3)[CH:13]=[N:12]2)[CH2:10]1, predict the reactants needed to synthesize it. The reactants are: CS(O[CH2:6][C:7]1([CH2:36]OS(C)(=O)=O)[CH2:10][C:9]([CH2:33][C:34]#[N:35])([N:11]2[CH:15]=[C:14]([C:16]3[C:17]4[CH:24]=[CH:23][N:22]([CH2:25][O:26][CH2:27][CH2:28][Si:29]([CH3:32])([CH3:31])[CH3:30])[C:18]=4[N:19]=[CH:20][N:21]=3)[CH:13]=[N:12]2)[CH2:8]1)(=O)=O.[BH4-].[Na+].